This data is from Experimentally validated miRNA-target interactions with 360,000+ pairs, plus equal number of negative samples. The task is: Binary Classification. Given a miRNA mature sequence and a target amino acid sequence, predict their likelihood of interaction. (1) The miRNA is hsa-miR-1253 with sequence AGAGAAGAAGAUCAGCCUGCA. The protein sequence of the target gene is MELALLCGLVVMAGVIPIQGGILNLNKMVKQVTGKMPILSYWPYGCHCGLGGRGQPKDATDWCCQTHDCCYDHLKTQGCSIYKDYYRYNFSQGNIHCSDKGSWCEQQLCACDKEVAFCLKRNLDTYQKRLRFYWRPHCRGQTPGC. Result: 1 (interaction). (2) The protein sequence of the target gene is MFGFHKPKMYRSIEGCCICRAKSSSSRFTDSKRYEKDFQSCFGLHETRSGDICNACVLLVKRWKKLPAGSKKNWNHVVDARAGPSLKTTLKPKKVKTLSGNRIKSNQISKLQKEFKRHNSDAHSTTSSASPAQSPCYSNQSDDGSDTEMASGSNRTPVFSFLDLTYWKRQKICCGIIYKGRFGEVLIDTHLFKPCCSNKKAAAEKPEEQGPEPLPISTQEW. The miRNA is hsa-miR-548n with sequence CAAAAGUAAUUGUGGAUUUUGU. Result: 1 (interaction). (3) The miRNA is hsa-miR-6771-3p with sequence CAAACCCCUGUCUACCCGCAG. The protein sequence of the target gene is MRLAVGALLVCAVLGLCLAVPDKTVRWCAVSEHEATKCQSFRDHMKSVIPSDGPSVACVKKASYLDCIRAIAANEADAVTLDAGLVYDAYLAPNNLKPVVAEFYGSKEDPQTFYYAVAVVKKDSGFQMNQLRGKKSCHTGLGRSAGWNIPIGLLYCDLPEPRKPLEKAVANFFSGSCAPCADGTDFPQLCQLCPGCGCSTLNQYFGYSGAFKCLKDGAGDVAFVKHSTIFENLANKADRDQYELLCLDNTRKPVDEYKDCHLAQVPSHTVVARSMGGKEDLIWELLNQAQEHFGKDKSKE.... Result: 0 (no interaction). (4) The miRNA is hsa-miR-19b-3p with sequence UGUGCAAAUCCAUGCAAAACUGA. The protein sequence of the target gene is MFWKFDLNTTSHVDKLLDKEHVTLQELMDEDDILQECKAQNQKLLDFLCRQQCMEELVSLITQDPPLDMEEKVRFKYPNTACELLTCDVPQISDRLGGDESLLSLLYDFLDHEPPLNPLLASFFSKTIGNLIARKTEQVITFLKKKDKFISLVLKHIGTSALMDLLLRLVSCVEPAGLRQDVLHWLNEEKVIQRLVELIHPSQDEDRQSNASQTLCDIVRLGRDQGSQLQEALEPDPLLTALESQDCVEQLLKNMFDGDRTESCLVSGTQVLLTLLETRRVGTEGLVDSFSQGLERSYAV.... Result: 1 (interaction).